Predict the reactants needed to synthesize the given product. From a dataset of Full USPTO retrosynthesis dataset with 1.9M reactions from patents (1976-2016). Given the product [CH2:25]([O:27][C:28](=[O:40])[CH2:29][CH2:30][C:31]1[CH:36]=[CH:35][C:34]([O:11][C@H:9]([CH3:10])[CH2:8][CH2:7][O:6][C:5]2[CH:16]=[CH:17][C:2]([Cl:1])=[CH:3][C:4]=2[O:18][C:19]2[CH:24]=[CH:23][CH:22]=[CH:21][CH:20]=2)=[CH:33][C:32]=1[CH2:38][CH3:39])[CH3:26], predict the reactants needed to synthesize it. The reactants are: [Cl:1][C:2]1[CH:17]=[CH:16][C:5]([O:6][CH2:7][CH2:8][C@H:9]([O:11]S(C)(=O)=O)[CH3:10])=[C:4]([O:18][C:19]2[CH:24]=[CH:23][CH:22]=[CH:21][CH:20]=2)[CH:3]=1.[CH2:25]([O:27][C:28](=[O:40])[CH2:29][CH2:30][C:31]1[CH:36]=[CH:35][C:34](O)=[CH:33][C:32]=1[CH2:38][CH3:39])[CH3:26].